Dataset: Reaction yield outcomes from USPTO patents with 853,638 reactions. Task: Predict the reaction yield, written as a fraction of the theoretical maximum amount of product (1.0 means a 100% yield; for example, 0.34 means a 34% yield). (1) The reactants are I[C:2]1[CH:11]=[CH:10][C:9]2[C:4](=[CH:5][CH:6]=[CH:7][CH:8]=2)[N:3]=1.C([Mg]Cl)(C)C.[C:17]([O:21][C:22]([N:24]1[CH2:29][CH2:28][C:27]([CH:33]=[O:34])([CH2:30][CH2:31][CH3:32])[CH2:26][CH2:25]1)=[O:23])([CH3:20])([CH3:19])[CH3:18]. The catalyst is C1COCC1. The product is [C:17]([O:21][C:22]([N:24]1[CH2:29][CH2:28][C:27]([CH:33]([OH:34])[C:2]2[CH:11]=[CH:10][C:9]3[C:4](=[CH:5][CH:6]=[CH:7][CH:8]=3)[N:3]=2)([CH2:30][CH2:31][CH3:32])[CH2:26][CH2:25]1)=[O:23])([CH3:19])([CH3:20])[CH3:18]. The yield is 0.190. (2) The reactants are C(O)(=O)C.[OH-].[Na+].[NH2:7][C:8]1[C:17]([CH3:18])=[CH:16][CH:15]=[CH:14][C:9]=1[C:10]([NH:12][CH3:13])=[O:11].[Br:19]Br. The catalyst is O. The product is [NH2:7][C:8]1[C:17]([CH3:18])=[CH:16][C:15]([Br:19])=[CH:14][C:9]=1[C:10]([NH:12][CH3:13])=[O:11]. The yield is 0.897.